From a dataset of Reaction yield outcomes from USPTO patents with 853,638 reactions. Predict the reaction yield, written as a fraction of the theoretical maximum amount of product (1.0 means a 100% yield; for example, 0.34 means a 34% yield). (1) The reactants are [H-].[Na+].[CH3:3][O:4][C:5]1[CH:10]=[CH:9][C:8]([SH:11])=[CH:7][CH:6]=1.Cl[C:13]1[CH:18]=[CH:17][C:16]([N+:19]([O-:21])=[O:20])=[CH:15][CH:14]=1. The catalyst is CN(C=O)C. The product is [CH3:3][O:4][C:5]1[CH:10]=[CH:9][C:8]([S:11][C:13]2[CH:18]=[CH:17][C:16]([N+:19]([O-:21])=[O:20])=[CH:15][CH:14]=2)=[CH:7][CH:6]=1. The yield is 0.960. (2) The reactants are Cl[C:2]1[N:10]=[CH:9][CH:8]=[CH:7][C:3]=1[C:4]([OH:6])=[O:5].[F:11][C:12]([F:21])([F:20])[C:13]1[CH:14]=[C:15]([OH:19])[CH:16]=[CH:17][CH:18]=1.C(=O)([O-])[O-].[K+].[K+]. The catalyst is CN(C=O)C.O.[Cu]I.[Cu]. The product is [F:11][C:12]([F:20])([F:21])[C:13]1[CH:14]=[C:15]([CH:16]=[CH:17][CH:18]=1)[O:19][C:2]1[N:10]=[CH:9][CH:8]=[CH:7][C:3]=1[C:4]([OH:6])=[O:5]. The yield is 0.280. (3) The reactants are C1(CC(N)=O)C=CC=CC=1.C(Cl)(=O)C(Cl)=O.[C:17]1([CH2:23][C:24]([N:26]=[C:27]=[O:28])=[O:25])[CH:22]=[CH:21][CH:20]=[CH:19][CH:18]=1.[NH2:29][C:30]1[CH:50]=[CH:49][C:33]([O:34][C:35]2[N:40]=[CH:39][N:38]=[C:37]([NH:41][C:42]([N:44]3[CH2:48][CH2:47][CH2:46][CH2:45]3)=[O:43])[CH:36]=2)=[C:32]([F:51])[CH:31]=1. The catalyst is ClC(Cl)C.CCCCCC.CN(C)C=O.C(OCC)(=O)C. The product is [F:51][C:32]1[CH:31]=[C:30]([NH:29][C:27]([NH:26][C:24](=[O:25])[CH2:23][C:17]2[CH:22]=[CH:21][CH:20]=[CH:19][CH:18]=2)=[O:28])[CH:50]=[CH:49][C:33]=1[O:34][C:35]1[N:40]=[CH:39][N:38]=[C:37]([NH:41][C:42]([N:44]2[CH2:48][CH2:47][CH2:46][CH2:45]2)=[O:43])[CH:36]=1. The yield is 0.781.